This data is from Catalyst prediction with 721,799 reactions and 888 catalyst types from USPTO. The task is: Predict which catalyst facilitates the given reaction. (1) Reactant: [N:1]1[CH:6]=[CH:5][CH:4]=[C:3]([NH:7][C:8](=[O:15])OCC(Cl)(Cl)Cl)[CH:2]=1.[S:16]1[CH:20]=[CH:19][C:18]([C:21]2[CH:22]=[C:23]([N:27]3[CH2:32][CH2:31][NH:30][CH2:29][CH2:28]3)[CH:24]=[CH:25][CH:26]=2)=[CH:17]1.C(N(C(C)C)CC)(C)C.O. Product: [N:1]1[CH:6]=[CH:5][CH:4]=[C:3]([NH:7][C:8]([N:30]2[CH2:31][CH2:32][N:27]([C:23]3[CH:24]=[CH:25][CH:26]=[C:21]([C:18]4[CH:19]=[CH:20][S:16][CH:17]=4)[CH:22]=3)[CH2:28][CH2:29]2)=[O:15])[CH:2]=1. The catalyst class is: 16. (2) Reactant: C([O:3][C:4](=[O:20])[CH2:5][C:6]([NH:8][C:9]1[S:13][N:12]=[C:11]([C:14]2[CH:19]=[CH:18][CH:17]=[CH:16][CH:15]=2)[N:10]=1)=[O:7])C.O[Li].O. Product: [C:14]1([C:11]2[N:10]=[C:9]([NH:8][C:6](=[O:7])[CH2:5][C:4]([OH:20])=[O:3])[S:13][N:12]=2)[CH:15]=[CH:16][CH:17]=[CH:18][CH:19]=1. The catalyst class is: 24. (3) Reactant: Cl[C:2]1[N:11]=[C:10]([N:12]2[CH2:17][CH2:16][O:15][CH2:14][CH2:13]2)[C:9]2[C:4](=[CH:5][C:6]([C:18]3[O:19][C:20]([CH3:23])=[CH:21][CH:22]=3)=[CH:7][CH:8]=2)[N:3]=1.[CH3:24][N:25]([CH3:53])[C:26](=[O:52])[C:27]1[CH:32]=[CH:31][C:30]([NH:33][C:34]([NH:36][C:37]2[CH:42]=[CH:41][C:40](B3OC(C)(C)C(C)(C)O3)=[CH:39][CH:38]=2)=[O:35])=[CH:29][CH:28]=1.C(=O)([O-])[O-].[Na+].[Na+].C1(C)C=CC=CC=1. Product: [CH3:24][N:25]([CH3:53])[C:26](=[O:52])[C:27]1[CH:32]=[CH:31][C:30]([NH:33][C:34]([NH:36][C:37]2[CH:38]=[CH:39][C:40]([C:2]3[N:11]=[C:10]([N:12]4[CH2:17][CH2:16][O:15][CH2:14][CH2:13]4)[C:9]4[C:4](=[CH:5][C:6]([C:18]5[O:19][C:20]([CH3:23])=[CH:21][CH:22]=5)=[CH:7][CH:8]=4)[N:3]=3)=[CH:41][CH:42]=2)=[O:35])=[CH:29][CH:28]=1. The catalyst class is: 315. (4) Reactant: [CH3:1][C:2]1[CH:9]=[C:8]([N+:10]([O-:12])=[O:11])[CH:7]=[CH:6][C:3]=1[C:4]#[N:5].[Br:13]N1C(=O)CCC1=O. Product: [Br:13][CH2:1][C:2]1[CH:9]=[C:8]([N+:10]([O-:12])=[O:11])[CH:7]=[CH:6][C:3]=1[C:4]#[N:5]. The catalyst class is: 53. (5) Reactant: [Cl:1][C:2]1[CH:7]=[C:6]([N+:8]([O-])=O)[CH:5]=[CH:4][C:3]=1[O:11][CH2:12][CH:13]1[CH2:15][CH2:14]1.[Cl-].[Ca+2].[Cl-]. Product: [Cl:1][C:2]1[CH:7]=[C:6]([CH:5]=[CH:4][C:3]=1[O:11][CH2:12][CH:13]1[CH2:14][CH2:15]1)[NH2:8]. The catalyst class is: 8. (6) Reactant: [H-].[Na+].[OH:3][C@H:4]1[CH2:9][CH2:8][C@H:7]([N:10]2[C:18](=[O:19])[C:17]3[C:12](=[CH:13][CH:14]=[CH:15][CH:16]=3)[C:11]2=[O:20])[CH2:6][CH2:5]1.Br[CH2:22][CH2:23][O:24][CH3:25].[NH4+].[Cl-]. Product: [CH3:25][O:24][CH2:23][CH2:22][O:3][C@H:4]1[CH2:5][CH2:6][C@H:7]([N:10]2[C:11](=[O:20])[C:12]3[C:17](=[CH:16][CH:15]=[CH:14][CH:13]=3)[C:18]2=[O:19])[CH2:8][CH2:9]1. The catalyst class is: 9. (7) Reactant: [Cl:1][C:2]1[C:3]2[NH:10][CH:9]=[CH:8][C:4]=2[N:5]=[CH:6][N:7]=1.C(=O)([O-])[O-].[Cs+].[Cs+].Br[CH2:18][CH2:19][CH2:20][C:21]([F:24])([F:23])[F:22]. Product: [Cl:1][C:2]1[C:3]2[N:10]([CH2:18][CH2:19][CH2:20][C:21]([F:24])([F:23])[F:22])[CH:9]=[CH:8][C:4]=2[N:5]=[CH:6][N:7]=1. The catalyst class is: 35.